This data is from Catalyst prediction with 721,799 reactions and 888 catalyst types from USPTO. The task is: Predict which catalyst facilitates the given reaction. Reactant: C([O-])([O-])=O.[Na+].[Na+].Br[C:8]1[S:12][C:11]([CH3:13])=[N:10][C:9]=1[C:14]([OH:16])=[O:15].[CH3:17][O:18][C:19]1[CH:24]=[CH:23][C:22](B(O)O)=[CH:21][N:20]=1. Product: [CH3:17][O:18][C:19]1[N:20]=[CH:21][C:22]([C:8]2[S:12][C:11]([CH3:13])=[N:10][C:9]=2[C:14]([OH:16])=[O:15])=[CH:23][CH:24]=1. The catalyst class is: 780.